Dataset: Forward reaction prediction with 1.9M reactions from USPTO patents (1976-2016). Task: Predict the product of the given reaction. Given the reactants [C]=O.C=O.[C:5]([OH:11])(=[O:10])[CH2:6][CH2:7][CH2:8][CH3:9].C([O:18][CH2:19][C:20]([OH:22])=[O:21])(=O)CCCC, predict the reaction product. The product is: [C:20]([OH:22])(=[O:21])[CH2:19][OH:18].[C:5]([OH:11])(=[O:10])[CH2:6][CH2:7][CH2:8][CH3:9].